Dataset: Forward reaction prediction with 1.9M reactions from USPTO patents (1976-2016). Task: Predict the product of the given reaction. Given the reactants Cl.[CH3:2][N:3]1[CH:7]=[C:6]([C:8]2[CH:9]=[C:10]3[C:20](=[CH:21][CH:22]=2)[O:19][C:13]2([CH2:18][CH2:17][NH:16][CH2:15][CH2:14]2)[CH2:12][C:11]3=[O:23])[CH:5]=[N:4]1.[CH2:24]([O:26][C:27]1[CH:32]=[C:31]([C:33](O)=[O:34])[CH:30]=[C:29]([O:36][CH2:37][CH3:38])[C:28]=1[C:39]1[CH:44]=[CH:43][C:42]([C:45]([O:47][CH3:48])=[O:46])=[C:41]([F:49])[CH:40]=1)[CH3:25], predict the reaction product. The product is: [CH2:24]([O:26][C:27]1[CH:32]=[C:31]([C:33]([N:16]2[CH2:15][CH2:14][C:13]3([CH2:12][C:11](=[O:23])[C:10]4[C:20](=[CH:21][CH:22]=[C:8]([C:6]5[CH:5]=[N:4][N:3]([CH3:2])[CH:7]=5)[CH:9]=4)[O:19]3)[CH2:18][CH2:17]2)=[O:34])[CH:30]=[C:29]([O:36][CH2:37][CH3:38])[C:28]=1[C:39]1[CH:44]=[CH:43][C:42]([C:45]([O:47][CH3:48])=[O:46])=[C:41]([F:49])[CH:40]=1)[CH3:25].